Dataset: Forward reaction prediction with 1.9M reactions from USPTO patents (1976-2016). Task: Predict the product of the given reaction. (1) Given the reactants Br[C:2]1[C:3]([N:18]2[C:22]([CH3:23])=[CH:21][C:20]([C:24]([F:27])([F:26])[F:25])=[N:19]2)=[N:4][C:5]([NH:8][C:9]2[CH:14]=[C:13]([CH3:15])[CH:12]=[C:11]([O:16][CH3:17])[CH:10]=2)=[N:6][CH:7]=1.[CH2:28]([N:30]1[CH:35]=[C:34](B2OC(C)(C)C(C)(C)O2)[CH:33]=[C:32]([C:45]([O:47][CH2:48][CH3:49])=[O:46])[C:31]1=[O:50])[CH3:29].C(OC(C1C(=O)N(CC)C=C(B(O)O)C=1)=O)C.C(=O)([O-])[O-].[Na+].[Na+], predict the reaction product. The product is: [CH2:28]([N:30]1[CH:35]=[C:34]([C:2]2[C:3]([N:18]3[C:22]([CH3:23])=[CH:21][C:20]([C:24]([F:27])([F:26])[F:25])=[N:19]3)=[N:4][C:5]([NH:8][C:9]3[CH:14]=[C:13]([CH3:15])[CH:12]=[C:11]([O:16][CH3:17])[CH:10]=3)=[N:6][CH:7]=2)[CH:33]=[C:32]([C:45]([O:47][CH2:48][CH3:49])=[O:46])[C:31]1=[O:50])[CH3:29]. (2) Given the reactants [Cl:1][C:2]1[CH:7]=[CH:6][C:5]([C:8]2([CH2:21][C:22]#[N:23])[CH2:13][CH2:12][N:11](C(OC(C)(C)C)=O)[CH2:10][CH2:9]2)=[CH:4][CH:3]=1.Cl, predict the reaction product. The product is: [Cl:1][C:2]1[CH:7]=[CH:6][C:5]([C:8]2([CH2:21][C:22]#[N:23])[CH2:13][CH2:12][NH:11][CH2:10][CH2:9]2)=[CH:4][CH:3]=1. (3) The product is: [NH2:24][CH2:16][CH2:15][CH2:14][N:13]1[CH:9]=[CH:8][N:11]=[CH:12]1. Given the reactants C(C1C=[CH:9][C:8]([NH:11][C:12]2C([N+]([O-])=O)=[CH:16][CH:15]=[C:14](Cl)[N:13]=2)=CC=1)CCC.C([N:24](CC)CC)C, predict the reaction product.